Task: Predict the reactants needed to synthesize the given product.. Dataset: Full USPTO retrosynthesis dataset with 1.9M reactions from patents (1976-2016) (1) Given the product [Cl:16][C:17]1[CH:22]=[CH:21][C:20]([CH2:23][C:24]([C:13]2[CH:12]=[CH:11][C:10]3[O:5][CH2:6][C:7](=[O:15])[NH:8][C:9]=3[CH:14]=2)=[O:25])=[CH:19][CH:18]=1, predict the reactants needed to synthesize it. The reactants are: [Cl-].[Al+3].[Cl-].[Cl-].[O:5]1[C:10]2[CH:11]=[CH:12][CH:13]=[CH:14][C:9]=2[NH:8][C:7](=[O:15])[CH2:6]1.[Cl:16][C:17]1[CH:22]=[CH:21][C:20]([CH2:23][C:24](Cl)=[O:25])=[CH:19][CH:18]=1.O. (2) Given the product [F:51][C:50]([F:53])([F:52])[C:48]([OH:54])=[O:49].[Cl:1][C:2]1[CH:7]=[CH:6][C:5]([CH2:8][C@@H:9]([NH:28][C:29]([C@@H:31]2[CH2:40][C:39]3[C:34](=[CH:35][CH:36]=[CH:37][CH:38]=3)[CH2:33][NH:32]2)=[O:30])[C:10](=[O:27])[N:11]2[CH2:16][CH2:15][CH:14]([C:17]3[CH:22]=[CH:21][CH:20]=[CH:19][C:18]=3[C:23]([F:25])([F:24])[F:26])[CH2:13][CH2:12]2)=[CH:4][CH:3]=1, predict the reactants needed to synthesize it. The reactants are: [Cl:1][C:2]1[CH:7]=[CH:6][C:5]([CH2:8][C@@H:9]([NH:28][C:29]([C@@H:31]2[CH2:40][C:39]3[C:34](=[CH:35][CH:36]=[CH:37][CH:38]=3)[CH2:33][N:32]2C(OC(C)(C)C)=O)=[O:30])[C:10](=[O:27])[N:11]2[CH2:16][CH2:15][CH:14]([C:17]3[CH:22]=[CH:21][CH:20]=[CH:19][C:18]=3[C:23]([F:26])([F:25])[F:24])[CH2:13][CH2:12]2)=[CH:4][CH:3]=1.[C:48]([OH:54])([C:50]([F:53])([F:52])[F:51])=[O:49]. (3) Given the product [CH2:1]([N:8]1[C:13](=[O:14])[C:12]2[S:15][CH:16]=[CH:17][C:11]=2[N:10]=[C:9]1[CH:18]([N:21]([CH2:22][CH2:23][N:24]([CH3:26])[CH3:25])[C:32](=[O:33])[C:31]1[CH:35]=[CH:36][C:28]([Br:27])=[CH:29][CH:30]=1)[CH2:19][CH3:20])[C:2]1[CH:7]=[CH:6][CH:5]=[CH:4][CH:3]=1, predict the reactants needed to synthesize it. The reactants are: [CH2:1]([N:8]1[C:13](=[O:14])[C:12]2[S:15][CH:16]=[CH:17][C:11]=2[N:10]=[C:9]1[CH:18]([NH:21][CH2:22][CH2:23][N:24]([CH3:26])[CH3:25])[CH2:19][CH3:20])[C:2]1[CH:7]=[CH:6][CH:5]=[CH:4][CH:3]=1.[Br:27][C:28]1[CH:36]=[CH:35][C:31]([C:32](Cl)=[O:33])=[CH:30][CH:29]=1.